This data is from Catalyst prediction with 721,799 reactions and 888 catalyst types from USPTO. The task is: Predict which catalyst facilitates the given reaction. (1) Reactant: CCO.[CH3:4][C:5]1[CH:10]=[C:9]([O:11][C:12]2[CH:17]=[CH:16][C:15]([O:18][CH2:19][C:20]3[CH:25]=[CH:24][C:23]([CH3:26])=[CH:22][CH:21]=3)=[CH:14][N:13]=2)[CH:8]=[CH:7][C:6]=1/[CH:27]=[CH:28]/[C:29]([O:31]CCCC)=[O:30].[OH-].[Na+]. Product: [CH3:4][C:5]1[CH:10]=[C:9]([O:11][C:12]2[CH:17]=[CH:16][C:15]([O:18][CH2:19][C:20]3[CH:25]=[CH:24][C:23]([CH3:26])=[CH:22][CH:21]=3)=[CH:14][N:13]=2)[CH:8]=[CH:7][C:6]=1/[CH:27]=[CH:28]/[C:29]([OH:31])=[O:30]. The catalyst class is: 6. (2) Reactant: [Cl:1][C:2]1[CH:3]=[C:4]([N:9]2[CH2:15][C@@H:14]3[C@@H:11]([CH2:12][NH:13]3)[CH2:10]2)[CH:5]=[N:6][C:7]=1[Cl:8].[C:16]([OH:23])(=[O:22])/[CH:17]=[CH:18]\[C:19]([OH:21])=[O:20].O.N. Product: [C:16]([OH:23])(=[O:22])/[CH:17]=[CH:18]\[C:19]([OH:21])=[O:20].[Cl:1][C:2]1[CH:3]=[C:4]([N:9]2[CH2:15][C@@H:14]3[C@@H:11]([CH2:12][NH:13]3)[CH2:10]2)[CH:5]=[N:6][C:7]=1[Cl:8]. The catalyst class is: 36. (3) The catalyst class is: 12. Product: [ClH:1].[NH2:30][CH:16]1[CH2:17][CH:18]([C:20]2[CH:25]=[CH:24][C:23]([C:26]([F:28])([F:29])[F:27])=[CH:22][CH:21]=2)[CH2:19][N:14]([C:12]([N:9]2[CH2:8][CH2:7][C:6]3([O:2][CH2:3][CH2:4][O:5]3)[CH2:11][CH2:10]2)=[O:13])[CH2:15]1. Reactant: [ClH:1].[O:2]1[C:6]2([CH2:11][CH2:10][N:9]([C:12]([N:14]3[CH2:19][CH:18]([C:20]4[CH:25]=[CH:24][C:23]([C:26]([F:29])([F:28])[F:27])=[CH:22][CH:21]=4)[CH2:17][CH:16]([NH:30]C(=O)OC(C)(C)C)[CH2:15]3)=[O:13])[CH2:8][CH2:7]2)[O:5][CH2:4][CH2:3]1. (4) Reactant: C1(S(CCC(O)=O)(=O)=O)C=CC=CC=1.O[C:16]1[C:24]2[N:23]=NN[C:20]=2C=CC=1.[Cl:25][C:26]1[CH:31]=[CH:30][C:29]([CH:32]([C:50]2[CH:55]=[CH:54][C:53]([Cl:56])=[CH:52][CH:51]=2)[N:33]2[CH2:36][CH:35]([NH:37]C(=O)C3C=CC(S(C)(=O)=O)=CC=3)[CH2:34]2)=[CH:28][CH:27]=1. Product: [CH:32]([N:33]=[C:34]=[N:23][CH:24]([CH3:20])[CH3:16])([CH3:50])[CH3:29].[Cl:25][C:26]1[CH:31]=[CH:30][C:29]([CH:32]([C:50]2[CH:55]=[CH:54][C:53]([Cl:56])=[CH:52][CH:51]=2)[N:33]2[CH2:34][CH:35]([NH2:37])[CH2:36]2)=[CH:28][CH:27]=1. The catalyst class is: 204. (5) Reactant: [Cl:1][C:2]1[CH:7]=[CH:6][C:5]([C:8]2[N:13]=[C:12](Cl)[C:11]([Cl:15])=[C:10]([C:16]([O:18][CH3:19])=[O:17])[N:9]=2)=[C:4]([F:20])[C:3]=1[O:21][CH3:22].[CH2:23]([NH2:26])[CH:24]=[CH2:25].C(N(CC)CC)C.O. Product: [Cl:15][C:11]1[C:12]([NH:26][CH2:23][CH:24]=[CH2:25])=[N:13][C:8]([C:5]2[CH:6]=[CH:7][C:2]([Cl:1])=[C:3]([O:21][CH3:22])[C:4]=2[F:20])=[N:9][C:10]=1[C:16]([O:18][CH3:19])=[O:17]. The catalyst class is: 68. (6) Reactant: Br[C:2]1[CH:7]=[CH:6][C:5]([CH:8]2[O:13][CH2:12][CH2:11][N:10]([C:14]([O:16][C:17]([CH3:20])([CH3:19])[CH3:18])=[O:15])[CH2:9]2)=[CH:4][CH:3]=1.C([Li])CCC.CON(C)[C:29](=[O:31])[CH3:30]. Product: [C:29]([C:2]1[CH:7]=[CH:6][C:5]([CH:8]2[O:13][CH2:12][CH2:11][N:10]([C:14]([O:16][C:17]([CH3:20])([CH3:19])[CH3:18])=[O:15])[CH2:9]2)=[CH:4][CH:3]=1)(=[O:31])[CH3:30]. The catalyst class is: 1. (7) Reactant: Cl[CH2:2][C:3]([N:5]([CH2:16][CH2:17][C:18]([O:20][CH2:21][CH3:22])=[O:19])[C:6]1[CH:11]=[CH:10][CH:9]=[C:8]([C:12]([F:15])([F:14])[F:13])[CH:7]=1)=[O:4].[SH:23][C:24]1[C:29]([C:30]#[N:31])=[CH:28][CH:27]=[C:26]([C:32]2[S:33][CH:34]=[CH:35][CH:36]=2)[N:25]=1.C([O-])([O-])=O.[K+].[K+].CN(C=O)C. Product: [NH2:31][C:30]1[C:29]2[C:24](=[N:25][C:26]([C:32]3[S:33][CH:34]=[CH:35][CH:36]=3)=[CH:27][CH:28]=2)[S:23][C:2]=1[C:3]([N:5]([CH2:16][CH2:17][C:18]([O:20][CH2:21][CH3:22])=[O:19])[C:6]1[CH:11]=[CH:10][CH:9]=[C:8]([C:12]([F:15])([F:14])[F:13])[CH:7]=1)=[O:4]. The catalyst class is: 6.